Dataset: Human liver microsome stability data. Task: Regression/Classification. Given a drug SMILES string, predict its absorption, distribution, metabolism, or excretion properties. Task type varies by dataset: regression for continuous measurements (e.g., permeability, clearance, half-life) or binary classification for categorical outcomes (e.g., BBB penetration, CYP inhibition). Dataset: hlm. (1) The compound is COc1ccc(Cl)cc1N1CCN(c2ccc(C(=O)N[C@H](Cc3c[nH]c4ccccc34)C(=O)Nc3ccncc3)c(F)c2)CC1. The result is 1 (stable in human liver microsomes). (2) The molecule is Nc1ncnc2c1c(Oc1cc(C(F)(F)F)ccn1)nn2[C@H]1C[C@H](O)C1. The result is 0 (unstable in human liver microsomes). (3) The molecule is COc1cc(F)cc2nc3cc(Oc4ccc(Cl)cc4)ccc3c(O)c12. The result is 0 (unstable in human liver microsomes). (4) The compound is COc1ccc2nc(NC(=O)C(CC3CCCC3)c3ccc(S(=O)(=O)N(C)Cc4ccco4)cc3)sc2n1. The result is 1 (stable in human liver microsomes).